From a dataset of Catalyst prediction with 721,799 reactions and 888 catalyst types from USPTO. Predict which catalyst facilitates the given reaction. (1) Reactant: C(OC([N:8]1[C@@H:12]([CH2:13]/[CH:14]=[C:15](/[C:17]2[CH:22]=[CH:21][CH:20]=[CH:19][CH:18]=2)\[CH3:16])[CH2:11][O:10]C1(C)C)=O)(C)(C)C.Cl. Product: [NH2:8][C@@H:12]([CH2:13]/[CH:14]=[C:15](/[C:17]1[CH:18]=[CH:19][CH:20]=[CH:21][CH:22]=1)\[CH3:16])[CH2:11][OH:10]. The catalyst class is: 155. (2) Reactant: [NH2:1][C:2]1[CH:7]=[CH:6][CH:5]=[CH:4][CH:3]=1.[N+:8]([C:11]1[CH:18]=[CH:17][C:14]([CH:15]=O)=[CH:13][CH:12]=1)([O-:10])=[O:9].[BH4-].[Na+].C([O-])(O)=O.[Na+]. Product: [N+:8]([C:11]1[CH:18]=[CH:17][C:14]([CH2:15][NH:1][C:2]2[CH:7]=[CH:6][CH:5]=[CH:4][CH:3]=2)=[CH:13][CH:12]=1)([O-:10])=[O:9]. The catalyst class is: 442. (3) Reactant: [F:1][C:2]1[CH:10]=[CH:9][CH:8]=[C:7]2[C:3]=1[CH2:4][CH2:5][C:6]2=[O:11].C=O.[C:14]1(B(O)O)C=CC=CC=1.C(O)(C(F)(F)F)=O.C([O-])(O)=O.[Na+]. Product: [F:1][C:2]1[CH:10]=[CH:9][CH:8]=[C:7]2[C:3]=1[CH2:4][C:5](=[CH2:14])[C:6]2=[O:11]. The catalyst class is: 11. (4) Reactant: [O:1]=[C:2]1[C:6]([C:13]2[CH:18]=[CH:17][CH:16]=[CH:15][CH:14]=2)([C:7]2[CH:12]=[CH:11][CH:10]=[CH:9][CH:8]=2)[CH2:5][CH2:4][N:3]1[CH2:19][C:20]([OH:22])=O.C(Cl)(=O)C(Cl)=O.[Cl:29][C:30]1[CH:31]=[CH:32][C:33]([NH2:36])=[N:34][CH:35]=1.CN1CCOCC1. Product: [Cl:29][C:30]1[CH:31]=[CH:32][C:33]([NH:36][C:20](=[O:22])[CH2:19][N:3]2[CH2:4][CH2:5][C:6]([C:13]3[CH:18]=[CH:17][CH:16]=[CH:15][CH:14]=3)([C:7]3[CH:8]=[CH:9][CH:10]=[CH:11][CH:12]=3)[C:2]2=[O:1])=[N:34][CH:35]=1. The catalyst class is: 4. (5) Reactant: [CH2:1]([CH:8]1[CH2:17][C:16]2[C:11](=[CH:12][CH:13]=[CH:14][CH:15]=2)[CH2:10][NH:9]1)[C:2]1[CH:7]=[CH:6][CH:5]=[CH:4][CH:3]=1.CN(C)C1C=CC=CC=1.[Br:27][CH2:28][C:29](Br)=[O:30].O. Product: [Br:27][CH2:28][C:29]([N:9]1[CH:8]([CH2:1][C:2]2[CH:3]=[CH:4][CH:5]=[CH:6][CH:7]=2)[CH2:17][C:16]2[C:11](=[CH:12][CH:13]=[CH:14][CH:15]=2)[CH2:10]1)=[O:30]. The catalyst class is: 2.